Dataset: Forward reaction prediction with 1.9M reactions from USPTO patents (1976-2016). Task: Predict the product of the given reaction. Given the reactants CC(C[C@H](N)C(N1[C@H](C(O)=N[C@H](C(O)=[N:21][C@H:22]([C:31]([OH:114])=[N:32][C@H:33]([C:38]([OH:113])=[N:39][C@H:40]([C:51]([OH:112])=[N:52][C@H:53]([C:58]([OH:111])=[N:59][C@H:60]([C:63]([OH:110])=[N:64][C@H:65]([C:73]([OH:109])=[N:74][CH2:75][C:76]([OH:108])=[N:77][C@H:78]([C:83]([OH:107])=[N:84][C@H:85]([C:93]([OH:106])=[N:94][C@H:95]([C:103]([OH:105])=[NH:104])[CH2:96][C:97]2[CH:102]=[CH:101][CH:100]=[CH:99][CH:98]=2)[CH2:86][CH2:87][CH2:88][NH:89][C:90]([NH2:92])=[NH:91])[CH2:79][CH:80]([CH3:82])[CH3:81])[CH2:66][C:67]2[CH:72]=[CH:71][CH:70]=[CH:69][CH:68]=2)[CH2:61][OH:62])[CH2:54][C:55]([OH:57])=[NH:56])[CH2:41][C:42]2[C:50]3[C:45](=[CH:46][CH:47]=[CH:48][CH:49]=3)[NH:44][CH:43]=2)[CH2:34][C:35]([OH:37])=[NH:36])[CH2:23][C:24]2[CH:29]=[CH:28][C:27]([OH:30])=[CH:26][CH:25]=2)CC(O)=N)CCC1)=O)C, predict the reaction product. The product is: [CH3:82][CH:80]([CH2:79][C@H:78]([NH:77][C:76]([CH2:75][NH:74][C:73]([C@@H:65]([NH:64][C:63]([C@@H:60]([NH:59][C:58]([C@@H:53]([NH:52][C:51]([C@@H:40]([NH:39][C:38]([C@@H:33]([NH:32][C:31]([C@@H:22]([NH2:21])[CH2:23][C:24]1[CH:25]=[CH:26][C:27]([OH:30])=[CH:28][CH:29]=1)=[O:114])[CH2:34][C:35]([NH2:36])=[O:37])=[O:113])[CH2:41][C:42]1[C:50]2[C:45](=[CH:46][CH:47]=[CH:48][CH:49]=2)[NH:44][CH:43]=1)=[O:112])[CH2:54][C:55]([NH2:56])=[O:57])=[O:111])[CH2:61][OH:62])=[O:110])[CH2:66][C:67]1[CH:68]=[CH:69][CH:70]=[CH:71][CH:72]=1)=[O:109])=[O:108])[C:83]([NH:84][C@H:85]([C:93]([NH:94][C@H:95]([C:103]([NH2:104])=[O:105])[CH2:96][C:97]1[CH:98]=[CH:99][CH:100]=[CH:101][CH:102]=1)=[O:106])[CH2:86][CH2:87][CH2:88][N:89]=[C:90]([NH2:91])[NH2:92])=[O:107])[CH3:81].